From a dataset of Forward reaction prediction with 1.9M reactions from USPTO patents (1976-2016). Predict the product of the given reaction. (1) Given the reactants [O:1]([C:8]1[N:13]=[CH:12][C:11]([C:14](=[O:16])C)=[CH:10][N:9]=1)[C:2]1[CH:7]=[CH:6][CH:5]=[CH:4][CH:3]=1.[Br-:17].[Br-].[Br-].C([N+](CCCC)(CCCC)CCCC)CCC.C([N+](CCCC)(CCCC)CCCC)CCC.C([N+](CCCC)(CCCC)CCCC)CCC.CCCCCC, predict the reaction product. The product is: [Br:17][C:8]1([O:1][C:2]2[CH:7]=[CH:6][CH:5]=[CH:4][CH:3]=2)[N:13]=[CH:12][C:11]([CH:14]=[O:16])=[CH:10][NH:9]1. (2) Given the reactants [CH3:1][O:2][C:3](=[O:23])[C:4]1[CH:9]=[CH:8][C:7]([C:10]#[N:11])=[C:6]([O:12][CH2:13][CH2:14][C:15]2[CH:20]=[CH:19][C:18]([Cl:21])=[CH:17][C:16]=2[Cl:22])[CH:5]=1.[O:24]=O, predict the reaction product. The product is: [CH3:1][O:2][C:3](=[O:23])[C:4]1[CH:9]=[CH:8][C:7]([C:10]([NH2:11])=[O:24])=[C:6]([O:12][CH2:13][CH2:14][C:15]2[CH:20]=[CH:19][C:18]([Cl:21])=[CH:17][C:16]=2[Cl:22])[CH:5]=1. (3) Given the reactants [F:1][C:2]1[CH:3]=[CH:4][C:5]([C:8]([C:10]2[C:19]([NH2:20])=[C:18]3[C:13]([CH:14]=[CH:15][CH:16]=[N:17]3)=[CH:12][CH:11]=2)=O)=[N:6][CH:7]=1.[CH3:21][NH:22][S:23](Cl)(=[O:25])=[O:24].[BH4-].[Na+], predict the reaction product. The product is: [F:1][C:2]1[CH:3]=[CH:4][C:5]([CH:8]2[C:10]3[CH:11]=[CH:12][C:13]4[C:18](=[N:17][CH:16]=[CH:15][CH:14]=4)[C:19]=3[NH:20][S:23](=[O:25])(=[O:24])[N:22]2[CH3:21])=[N:6][CH:7]=1. (4) The product is: [Br:9][C:10]1[CH:11]=[CH:12][C:13]2[N:14]([CH:16]=[C:17]([C:19]([NH:5][C:4]3[CH:6]=[CH:7][CH:8]=[C:2]([Cl:1])[CH:3]=3)=[O:20])[N:18]=2)[CH:15]=1. Given the reactants [Cl:1][C:2]1[CH:3]=[C:4]([CH:6]=[CH:7][CH:8]=1)[NH2:5].[Br:9][C:10]1[CH:11]=[CH:12][C:13]2[N:14]([CH:16]=[C:17]([C:19](OCC)=[O:20])[N:18]=2)[CH:15]=1, predict the reaction product. (5) Given the reactants [C:1]([C:3]1([C:9]([O:11][CH2:12][CH3:13])=[O:10])[CH2:8][CH2:7][CH2:6][CH2:5][CH2:4]1)#[N:2], predict the reaction product. The product is: [C:9]([NH:2][CH2:1][C:3]1([C:9]([O:11][CH2:12][CH3:13])=[O:10])[CH2:8][CH2:7][CH2:6][CH2:5][CH2:4]1)(=[O:10])[C:3]1[CH:8]=[CH:7][CH:6]=[CH:5][CH:4]=1.